Dataset: Reaction yield outcomes from USPTO patents with 853,638 reactions. Task: Predict the reaction yield, written as a fraction of the theoretical maximum amount of product (1.0 means a 100% yield; for example, 0.34 means a 34% yield). The reactants are [C:1](Cl)(=[O:8])[C:2]1[CH:7]=[CH:6][CH:5]=[CH:4][CH:3]=1.[Cl-].[Al+3].[Cl-].[Cl-].[CH3:14][C:15]1[O:16][CH:17]=[CH:18][C:19]=1[CH3:20].Cl. The catalyst is C(=S)=S. The product is [CH3:20][C:19]1[CH:18]=[C:17]([C:1]([C:2]2[CH:7]=[CH:6][CH:5]=[CH:4][CH:3]=2)=[O:8])[O:16][C:15]=1[CH3:14]. The yield is 0.250.